Dataset: Reaction yield outcomes from USPTO patents with 853,638 reactions. Task: Predict the reaction yield, written as a fraction of the theoretical maximum amount of product (1.0 means a 100% yield; for example, 0.34 means a 34% yield). (1) The reactants are [Br:1][C:2]1[CH:3]=[C:4]([O:22][C:23]2[CH:28]=[CH:27][CH:26]=[CH:25][CH:24]=2)[C:5]([NH:8][C:9]2[S:10][CH:11]=[C:12]([CH2:14][C:15]([O:20][CH3:21])([CH3:19])[C:16](O)=[O:17])[N:13]=2)=[N:6][CH:7]=1.C[N:30]1[CH2:35][CH2:34]O[CH2:32][CH2:31]1.ON1C2C=CC=CC=2N=N1.CCN=C=NCCCN(C)C.N1CCCC1. The catalyst is C(Cl)Cl.CN(C=O)C. The product is [Br:1][C:2]1[CH:3]=[C:4]([O:22][C:23]2[CH:28]=[CH:27][CH:26]=[CH:25][CH:24]=2)[C:5]([NH:8][C:9]2[S:10][CH:11]=[C:12]([CH2:14][C:15]([O:20][CH3:21])([CH3:19])[C:16]([N:30]3[CH2:35][CH2:34][CH2:32][CH2:31]3)=[O:17])[N:13]=2)=[N:6][CH:7]=1. The yield is 0.790. (2) The reactants are C([O:5][C:6](=[O:25])[C:7]1[CH:12]=[C:11]([N:13]([S:20]([CH3:23])(=[O:22])=[O:21])[C:14]2[CH:19]=[CH:18][CH:17]=[CH:16][CH:15]=2)[CH:10]=[C:9]([Br:24])[CH:8]=1)(C)(C)C. The catalyst is C(Cl)Cl.C(O)(C(F)(F)F)=O. The product is [Br:24][C:9]1[CH:8]=[C:7]([CH:12]=[C:11]([N:13]([S:20]([CH3:23])(=[O:22])=[O:21])[C:14]2[CH:19]=[CH:18][CH:17]=[CH:16][CH:15]=2)[CH:10]=1)[C:6]([OH:25])=[O:5]. The yield is 0.830. (3) The reactants are [F:1][C:2]([F:31])([F:30])[C:3]([C:12]1[CH:26]=[CH:25][C:15]([O:16][C:17]2[CH:22]=[CH:21][N:20]=[C:19]([CH2:23][OH:24])[CH:18]=2)=[C:14]([CH2:27][CH2:28][CH3:29])[CH:13]=1)([O:8][CH2:9][O:10][CH3:11])[C:4]([F:7])([F:6])[F:5].I(C1C(C(OO)=O)=CC=CC=1)(=O)=O.S([O-])([O-])(=O)=S.[Na+].[Na+]. The catalyst is CS(C)=O. The product is [F:31][C:2]([F:1])([F:30])[C:3]([C:12]1[CH:26]=[CH:25][C:15]([O:16][C:17]2[CH:22]=[CH:21][N:20]=[C:19]([CH:23]=[O:24])[CH:18]=2)=[C:14]([CH2:27][CH2:28][CH3:29])[CH:13]=1)([O:8][CH2:9][O:10][CH3:11])[C:4]([F:7])([F:6])[F:5]. The yield is 0.920. (4) The reactants are [NH:1]1[C:9]2[C:4](=[CH:5][CH:6]=[CH:7][CH:8]=2)[CH2:3][C:2]1=[O:10].[CH3:11][O:12][C:13]([C:15]1[NH:16][C:17]([CH:21]=O)=[C:18]([CH3:20])[CH:19]=1)=[O:14]. No catalyst specified. The product is [CH3:11][O:12][C:13]([C:15]1[NH:16][C:17]([CH:21]=[C:3]2[C:4]3[C:9](=[CH:8][CH:7]=[CH:6][CH:5]=3)[NH:1][C:2]2=[O:10])=[C:18]([CH3:20])[CH:19]=1)=[O:14]. The yield is 0.810.